This data is from Forward reaction prediction with 1.9M reactions from USPTO patents (1976-2016). The task is: Predict the product of the given reaction. (1) Given the reactants [CH3:1][O:2][C:3]1[CH:27]=[CH:26][CH:25]=[CH:24][C:4]=1[CH2:5][NH:6][CH:7]([C:17]1[CH:22]=[CH:21][C:20]([CH3:23])=[CH:19][CH:18]=1)[C:8]([NH:10][CH2:11][CH:12]1[CH2:16][CH2:15][CH2:14][O:13]1)=[O:9].[N:28]1([CH2:37][C:38](Cl)=[O:39])[C:36]2[C:31](=[CH:32][CH:33]=[CH:34][CH:35]=2)[CH:30]=[CH:29]1.CCCCCC.C(OCC)(=O)C.CO, predict the reaction product. The product is: [N:28]1([CH2:37][C:38]([N:6]([CH2:5][C:4]2[CH:24]=[CH:25][CH:26]=[CH:27][C:3]=2[O:2][CH3:1])[CH:7]([C:17]2[CH:18]=[CH:19][C:20]([CH3:23])=[CH:21][CH:22]=2)[C:8](=[O:9])[NH:10][CH2:11][CH:12]2[CH2:16][CH2:15][CH2:14][O:13]2)=[O:39])[C:36]2[C:31](=[CH:32][CH:33]=[CH:34][CH:35]=2)[CH:30]=[CH:29]1. (2) Given the reactants [F:1][C:2]1[CH:3]=[C:4]([C:8]2[C:17]([CH:18]=[O:19])=[CH:16][C:15]3[C:10](=[CH:11][CH:12]=[CH:13][N:14]=3)[N:9]=2)[CH:5]=[CH:6][CH:7]=1.O1CCC[CH2:21]1.C[Mg]Br.C(OCC)C, predict the reaction product. The product is: [F:1][C:2]1[CH:3]=[C:4]([C:8]2[C:17]([CH:18]([OH:19])[CH3:21])=[CH:16][C:15]3[C:10](=[CH:11][CH:12]=[CH:13][N:14]=3)[N:9]=2)[CH:5]=[CH:6][CH:7]=1. (3) Given the reactants C(OC([N:8]1[CH2:13][CH2:12][CH:11]([C:14](=[O:23])[C:15]2[CH:20]=[CH:19][C:18]([S:21][CH3:22])=[CH:17][CH:16]=2)[CH2:10][CH2:9]1)=O)(C)(C)C.[C:24]1([C:26](=[CH:28][CH:29]=[CH:30][CH:31]=1)O)[OH:25].CC1C=CC(S(O)(=O)=O)=CC=1.O, predict the reaction product. The product is: [CH3:22][S:21][C:18]1[CH:17]=[CH:16][C:15]([C:14]2([CH:11]3[CH2:10][CH2:9][NH:8][CH2:13][CH2:12]3)[O:23][C:31]3[CH:30]=[CH:29][CH:28]=[CH:26][C:24]=3[O:25]2)=[CH:20][CH:19]=1. (4) Given the reactants Cl[C:2]1[CH:15]=[CH:14][C:13]2[S:12][C:11]3[C:6](=[CH:7][CH:8]=[CH:9][CH:10]=3)[NH:5][C:4]=2[CH:3]=1.[CH2:16](OCC)C, predict the reaction product. The product is: [CH3:16][C:3]1[C:4]2[NH:5][C:6]3[C:11](=[CH:10][CH:9]=[CH:8][CH:7]=3)[S:12][C:13]=2[CH:14]=[CH:15][CH:2]=1. (5) Given the reactants [Cl:1][C:2]1[CH:3]=[CH:4][C:5]([OH:11])=[C:6](B(O)O)[CH:7]=1.Br[C:13]1[C:14]([N+:24]([O-:26])=[O:25])=[N:15][N:16]([CH:18]2[CH2:23][CH2:22][CH2:21][CH2:20][O:19]2)[CH:17]=1.BrC1C=NN(C2CCCCO2)C=1[N+]([O-])=O.COCCOC.O, predict the reaction product. The product is: [Cl:1][C:2]1[CH:3]=[CH:4][C:5]([OH:11])=[C:6]([C:13]2[C:14]([N+:24]([O-:26])=[O:25])=[N:15][N:16]([CH:18]3[CH2:23][CH2:22][CH2:21][CH2:20][O:19]3)[CH:17]=2)[CH:7]=1. (6) Given the reactants [OH:1][CH2:2][C:3]1[CH:8]=[CH:7][CH:6]=[CH:5][C:4]=1B(O)O.Br[C:13]1[CH:18]=[CH:17][C:16]([C:19]2[N:20]=[CH:21][C:22]([NH2:25])=[N:23][CH:24]=2)=[C:15]([F:26])[CH:14]=1.C(Cl)Cl.C([O-])([O-])=O.[Na+].[Na+], predict the reaction product. The product is: [NH2:25][C:22]1[N:23]=[CH:24][C:19]([C:16]2[C:15]([F:26])=[CH:14][C:13]([C:4]3[CH:5]=[CH:6][CH:7]=[CH:8][C:3]=3[CH2:2][OH:1])=[CH:18][CH:17]=2)=[N:20][CH:21]=1. (7) Given the reactants [CH3:1][N:2]1[CH:6]=[CH:5][C:4]([C:7]2[S:8][C:9]([CH:12](O)[CH2:13][CH3:14])=[CH:10][N:11]=2)=[N:3]1.[CH:16]1[N:20]=[CH:19][N:18](C([N:18]2[CH:19]=[N:20][CH:16]=[CH:17]2)=O)[CH:17]=1.CO.C(Cl)Cl, predict the reaction product. The product is: [N:18]1([CH:12]([C:9]2[S:8][C:7]([C:4]3[CH:5]=[CH:6][N:2]([CH3:1])[N:3]=3)=[N:11][CH:10]=2)[CH2:13][CH3:14])[CH:17]=[CH:16][N:20]=[CH:19]1.